From a dataset of Peptide-MHC class I binding affinity with 185,985 pairs from IEDB/IMGT. Regression. Given a peptide amino acid sequence and an MHC pseudo amino acid sequence, predict their binding affinity value. This is MHC class I binding data. The peptide sequence is HDACLCQYLW. The MHC is Mamu-B17 with pseudo-sequence Mamu-B17. The binding affinity (normalized) is 0.599.